From a dataset of Full USPTO retrosynthesis dataset with 1.9M reactions from patents (1976-2016). Predict the reactants needed to synthesize the given product. (1) Given the product [OH:34][CH2:33][CH2:35][NH:36][C:4]([C:6]1[C:7]2[S:14][CH:13]=[C:12]([CH2:15][O:16][C:17]3[CH:22]=[CH:21][CH:20]=[C:19]([NH:23][C:24](=[O:32])[C:25]4[CH:30]=[CH:29][CH:28]=[C:27]([Cl:31])[CH:26]=4)[CH:18]=3)[C:8]=2[CH:9]=[N:10][CH:11]=1)=[O:5], predict the reactants needed to synthesize it. The reactants are: C(O[C:4]([C:6]1[C:7]2[S:14][CH:13]=[C:12]([CH2:15][O:16][C:17]3[CH:22]=[CH:21][CH:20]=[C:19]([NH:23][C:24](=[O:32])[C:25]4[CH:30]=[CH:29][CH:28]=[C:27]([Cl:31])[CH:26]=4)[CH:18]=3)[C:8]=2[CH:9]=[N:10][CH:11]=1)=[O:5])C.[CH2:33]([CH2:35][NH2:36])[OH:34]. (2) Given the product [CH3:7][C:6]1[N:1]=[C:2]([C:8](=[O:31])[C:24]([C:20]2[CH:19]=[C:18]3[C:23](=[CH:22][CH:21]=2)[N:14]=[CH:15][CH:16]=[CH:17]3)=[O:25])[CH:3]=[CH:4][CH:5]=1, predict the reactants needed to synthesize it. The reactants are: [N:1]1[C:6]([CH3:7])=[CH:5][CH:4]=[CH:3][C:2]=1[CH3:8].[Li]CCCC.[N:14]1[C:23]2[C:18](=[CH:19][C:20]([C:24](OC)=[O:25])=[CH:21][CH:22]=2)[CH:17]=[CH:16][CH:15]=1.C1C[O:31]CC1. (3) Given the product [CH2:43]([O:42][C:40]([NH:39][CH:35]([C:31]([OH:34])([PH2:32]=[O:33])[CH:7]([CH2:8][C:9]1[CH:10]=[N:11][C:12]([NH:16][C:17]([O:19][C:20]([CH3:22])([CH3:21])[CH3:23])=[O:18])=[C:13]([CH3:15])[CH:14]=1)[C:6]([OH:50])=[O:5])[CH:36]([CH3:38])[CH3:37])=[O:41])[C:44]1[CH:49]=[CH:48][CH:47]=[CH:46][CH:45]=1, predict the reactants needed to synthesize it. The reactants are: [Li+].[OH-].C([O:5][C:6](=[O:50])[CH:7]([C:31]([CH:35]([NH:39][C:40]([O:42][CH2:43][C:44]1[CH:49]=[CH:48][CH:47]=[CH:46][CH:45]=1)=[O:41])[CH:36]([CH3:38])[CH3:37])([OH:34])[PH2:32]=[O:33])[CH2:8][C:9]1[CH:10]=[N:11][C:12]([N:16](C(OC(C)(C)C)=O)[C:17]([O:19][C:20]([CH3:23])([CH3:22])[CH3:21])=[O:18])=[C:13]([CH3:15])[CH:14]=1)C.CO. (4) Given the product [NH2:1][C:2]1[CH:3]=[CH:4][CH:5]=[C:6]2[C:11]=1[C:10](=[O:12])[N:9]([CH3:13])[CH2:8][CH2:7]2, predict the reactants needed to synthesize it. The reactants are: [NH2:1][C:2]1[CH:3]=[CH:4][CH:5]=[C:6]2[C:11]=1[C:10](=[O:12])[N:9]([CH3:13])[CH:8]=[CH:7]2.CO.